Predict the reaction yield, written as a fraction of the theoretical maximum amount of product (1.0 means a 100% yield; for example, 0.34 means a 34% yield). From a dataset of Reaction yield outcomes from USPTO patents with 853,638 reactions. (1) The reactants are Br[C:2]1[S:3][CH:4]=[CH:5][N:6]=1.[NH:7]1[CH2:12][CH2:11][NH:10][CH2:9][CH2:8]1. The catalyst is C(O)CCC. The product is [S:3]1[CH:4]=[CH:5][N:6]=[C:2]1[N:7]1[CH2:12][CH2:11][NH:10][CH2:9][CH2:8]1. The yield is 0.870. (2) The reactants are [Cl:1][CH:2]([O:6][C:7]([NH:9][CH2:10][C:11]1([CH2:17][C:18]([OH:20])=[O:19])[CH2:16][CH2:15][CH2:14][CH2:13][CH2:12]1)=[O:8])[CH:3]([CH3:5])[CH3:4].C1(N=C=NC2CCCCC2)CCCCC1.[CH2:36](O)[C:37]1[CH:42]=[CH:41][CH:40]=[CH:39][CH:38]=1. The catalyst is ClCCl.CN(C)C1C=CN=CC=1. The product is [Cl:1][CH:2]([O:6][C:7]([NH:9][CH2:10][C:11]1([CH2:17][C:18]([O:20][CH2:36][C:37]2[CH:42]=[CH:41][CH:40]=[CH:39][CH:38]=2)=[O:19])[CH2:12][CH2:13][CH2:14][CH2:15][CH2:16]1)=[O:8])[CH:3]([CH3:4])[CH3:5]. The yield is 0.620. (3) The reactants are [CH3:1][N:2]([S:21]([C:24]1[S:25][CH:26]=[CH:27][CH:28]=1)(=[O:23])=[O:22])[C:3]1[CH:4]=[CH:5][CH:6]=[C:7]2[C:11]=1[NH:10][C:9]([C:12]1[S:13][CH:14]([CH2:17][C:18]([OH:20])=O)[CH2:15][N:16]=1)=[CH:8]2.N1(O)C2C=CC=CC=2N=N1.Cl.CN(C)CCCN=C=NCC.[NH2:51][CH2:52][CH2:53][OH:54]. The catalyst is O1CCCC1.C(#N)C. The product is [OH:54][CH2:53][CH2:52][NH:51][C:18](=[O:20])[CH2:17][CH:14]1[S:13][C:12]([C:9]2[NH:10][C:11]3[C:7]([CH:8]=2)=[CH:6][CH:5]=[CH:4][C:3]=3[N:2]([CH3:1])[S:21]([C:24]2[S:25][CH:26]=[CH:27][CH:28]=2)(=[O:23])=[O:22])=[N:16][CH2:15]1. The yield is 0.560. (4) The reactants are [H-].[Na+].[Cl:3][C:4]1[CH:12]=[CH:11][C:10]([Cl:13])=[C:9]2[C:5]=1[C:6](=[O:15])[C:7](=[O:14])[NH:8]2.Br[CH2:17][CH2:18][CH2:19][CH2:20][CH3:21].C(OCC)C. The catalyst is CN(C)C=O. The product is [Cl:3][C:4]1[CH:12]=[CH:11][C:10]([Cl:13])=[C:9]2[C:5]=1[C:6](=[O:15])[C:7](=[O:14])[N:8]2[CH2:17][CH2:18][CH2:19][CH2:20][CH3:21]. The yield is 0.980.